From a dataset of NCI-60 drug combinations with 297,098 pairs across 59 cell lines. Regression. Given two drug SMILES strings and cell line genomic features, predict the synergy score measuring deviation from expected non-interaction effect. (1) Drug 1: CN1CCC(CC1)COC2=C(C=C3C(=C2)N=CN=C3NC4=C(C=C(C=C4)Br)F)OC. Drug 2: CS(=O)(=O)C1=CC(=C(C=C1)C(=O)NC2=CC(=C(C=C2)Cl)C3=CC=CC=N3)Cl. Cell line: RXF 393. Synergy scores: CSS=15.3, Synergy_ZIP=-5.37, Synergy_Bliss=-1.62, Synergy_Loewe=-0.129, Synergy_HSA=0.222. (2) Drug 1: CC1C(C(CC(O1)OC2CC(CC3=C2C(=C4C(=C3O)C(=O)C5=C(C4=O)C(=CC=C5)OC)O)(C(=O)C)O)N)O.Cl. Drug 2: C1=NNC2=C1C(=O)NC=N2. Cell line: SF-295. Synergy scores: CSS=19.1, Synergy_ZIP=-1.18, Synergy_Bliss=2.40, Synergy_Loewe=-1.84, Synergy_HSA=4.24. (3) Drug 1: CC1=C(C=C(C=C1)NC2=NC=CC(=N2)N(C)C3=CC4=NN(C(=C4C=C3)C)C)S(=O)(=O)N.Cl. Drug 2: CC(C)(C#N)C1=CC(=CC(=C1)CN2C=NC=N2)C(C)(C)C#N. Cell line: NCI-H226. Synergy scores: CSS=12.4, Synergy_ZIP=-2.23, Synergy_Bliss=1.52, Synergy_Loewe=3.32, Synergy_HSA=2.79. (4) Drug 1: C1=CC(=C2C(=C1NCCNCCO)C(=O)C3=C(C=CC(=C3C2=O)O)O)NCCNCCO. Drug 2: C1=CC(=CC=C1CC(C(=O)O)N)N(CCCl)CCCl.Cl. Cell line: DU-145. Synergy scores: CSS=64.7, Synergy_ZIP=1.63, Synergy_Bliss=3.98, Synergy_Loewe=-31.7, Synergy_HSA=3.24. (5) Drug 1: C1=NC2=C(N1)C(=S)N=C(N2)N. Drug 2: CN1C(=O)N2C=NC(=C2N=N1)C(=O)N. Cell line: COLO 205. Synergy scores: CSS=12.2, Synergy_ZIP=-2.87, Synergy_Bliss=0.414, Synergy_Loewe=-27.4, Synergy_HSA=-3.60. (6) Cell line: SW-620. Synergy scores: CSS=24.3, Synergy_ZIP=-0.602, Synergy_Bliss=3.06, Synergy_Loewe=3.40, Synergy_HSA=3.87. Drug 2: C1=NC2=C(N=C(N=C2N1C3C(C(C(O3)CO)O)F)Cl)N. Drug 1: COC1=C(C=C2C(=C1)N=CN=C2NC3=CC(=C(C=C3)F)Cl)OCCCN4CCOCC4. (7) Drug 1: CC1=C(C=C(C=C1)NC2=NC=CC(=N2)N(C)C3=CC4=NN(C(=C4C=C3)C)C)S(=O)(=O)N.Cl. Drug 2: COC1=NC(=NC2=C1N=CN2C3C(C(C(O3)CO)O)O)N. Cell line: TK-10. Synergy scores: CSS=2.19, Synergy_ZIP=0.792, Synergy_Bliss=1.20, Synergy_Loewe=-0.847, Synergy_HSA=-0.924.